This data is from Full USPTO retrosynthesis dataset with 1.9M reactions from patents (1976-2016). The task is: Predict the reactants needed to synthesize the given product. Given the product [Cl:1][C:2]1[CH:3]=[C:4]([NH:9][C:10]2[N:15]=[C:14]([NH:16][CH2:17][CH2:18][CH2:19][O:20][CH3:21])[C:13]([C:22]3[S:24][CH:26]=[C:27]([C:29]4[CH:30]=[N:31][O:32][C:33]=4[CH3:34])[N:23]=3)=[CH:12][N:11]=2)[CH:5]=[CH:6][C:7]=1[F:8], predict the reactants needed to synthesize it. The reactants are: [Cl:1][C:2]1[CH:3]=[C:4]([NH:9][C:10]2[N:15]=[C:14]([NH:16][CH2:17][CH2:18][CH2:19][O:20][CH3:21])[C:13]([C:22](=[S:24])[NH2:23])=[CH:12][N:11]=2)[CH:5]=[CH:6][C:7]=1[F:8].Br[CH2:26][C:27]([C:29]1[CH:30]=[N:31][O:32][C:33]=1[CH3:34])=O.